Dataset: Full USPTO retrosynthesis dataset with 1.9M reactions from patents (1976-2016). Task: Predict the reactants needed to synthesize the given product. Given the product [C:38]([O:37][C:35]([N:32]1[CH2:33][CH2:34][C:29]([C:2]2[CH:7]=[CH:6][C:5]([C:8]3([C:11]([OH:13])=[O:12])[CH2:10][CH2:9]3)=[CH:4][CH:3]=2)([OH:28])[CH2:30][CH2:31]1)=[O:36])([CH3:41])([CH3:39])[CH3:40], predict the reactants needed to synthesize it. The reactants are: Br[C:2]1[CH:7]=[CH:6][C:5]([C:8]2([C:11]([OH:13])=[O:12])[CH2:10][CH2:9]2)=[CH:4][CH:3]=1.C([Mg]CCCC)CCC.C([Li])CCC.[O:28]=[C:29]1[CH2:34][CH2:33][N:32]([C:35]([O:37][C:38]([CH3:41])([CH3:40])[CH3:39])=[O:36])[CH2:31][CH2:30]1.